From a dataset of Peptide-MHC class I binding affinity with 185,985 pairs from IEDB/IMGT. Regression. Given a peptide amino acid sequence and an MHC pseudo amino acid sequence, predict their binding affinity value. This is MHC class I binding data. (1) The peptide sequence is YMDDVVLGA. The MHC is HLA-A02:01 with pseudo-sequence HLA-A02:01. The binding affinity (normalized) is 0.376. (2) The peptide sequence is RAYAAMHLW. The MHC is HLA-B27:03 with pseudo-sequence HLA-B27:03. The binding affinity (normalized) is 0.0847. (3) The peptide sequence is DPDHYKDYAF. The MHC is HLA-B51:01 with pseudo-sequence HLA-B51:01. The binding affinity (normalized) is 0. (4) The peptide sequence is IEVKFHPIL. The MHC is HLA-A69:01 with pseudo-sequence HLA-A69:01. The binding affinity (normalized) is 0.0847. (5) The peptide sequence is RVATENIAV. The MHC is HLA-A69:01 with pseudo-sequence HLA-A69:01. The binding affinity (normalized) is 0.533. (6) The peptide sequence is VEMGIKNGP. The MHC is HLA-B08:03 with pseudo-sequence HLA-B08:03. The binding affinity (normalized) is 0.0847.